Dataset: Forward reaction prediction with 1.9M reactions from USPTO patents (1976-2016). Task: Predict the product of the given reaction. Given the reactants [CH2:1]([O:3][C:4](=[O:20])[C:5](O)=[CH:6][C:7]([C:9]1[C:17]2[C:12](=[CH:13][CH:14]=[C:15]([Cl:18])[CH:16]=2)[NH:11][CH:10]=1)=[O:8])[CH3:2].C(O)(=O)C.[CH3:25][NH2:26], predict the reaction product. The product is: [CH2:1]([O:3][C:4](=[O:20])[C:5]([NH:26][CH3:25])=[CH:6][C:7]([C:9]1[C:17]2[C:12](=[CH:13][CH:14]=[C:15]([Cl:18])[CH:16]=2)[NH:11][CH:10]=1)=[O:8])[CH3:2].